From a dataset of Peptide-MHC class I binding affinity with 185,985 pairs from IEDB/IMGT. Regression. Given a peptide amino acid sequence and an MHC pseudo amino acid sequence, predict their binding affinity value. This is MHC class I binding data. (1) The peptide sequence is GRRTRREAI. The MHC is HLA-B07:02 with pseudo-sequence HLA-B07:02. The binding affinity (normalized) is 0. (2) The peptide sequence is GDYKLVEI. The MHC is Patr-A0301 with pseudo-sequence Patr-A0301. The binding affinity (normalized) is 0. (3) The peptide sequence is SLMEMDYER. The binding affinity (normalized) is 0.289. The MHC is HLA-A02:01 with pseudo-sequence HLA-A02:01. (4) The peptide sequence is FFLIVLLIPE. The MHC is HLA-A33:01 with pseudo-sequence HLA-A33:01. The binding affinity (normalized) is 0.465. (5) The peptide sequence is DTSPTKRCRL. The MHC is HLA-A02:06 with pseudo-sequence HLA-A02:06. The binding affinity (normalized) is 0.0106.